This data is from Full USPTO retrosynthesis dataset with 1.9M reactions from patents (1976-2016). The task is: Predict the reactants needed to synthesize the given product. (1) Given the product [CH2:1]([N:3]([C:12]1[CH:13]=[CH:14][C:15]([CH3:28])=[C:16]2[C:20]=1[NH:19][C:18]([C:21]1[S:22][C:23]([CH:26]([OH:27])[CH3:30])=[CH:24][N:25]=1)=[CH:17]2)[S:4]([C:7]1[S:8][CH:9]=[CH:10][CH:11]=1)(=[O:5])=[O:6])[CH3:2], predict the reactants needed to synthesize it. The reactants are: [CH2:1]([N:3]([C:12]1[CH:13]=[CH:14][C:15]([CH3:28])=[C:16]2[C:20]=1[NH:19][C:18]([C:21]1[S:22][C:23]([CH:26]=[O:27])=[CH:24][N:25]=1)=[CH:17]2)[S:4]([C:7]1[S:8][CH:9]=[CH:10][CH:11]=1)(=[O:6])=[O:5])[CH3:2].O1CCC[CH2:30]1.CCOCC.C[Mg]Br. (2) Given the product [CH:5]1([NH:8][C:11](=[O:10])[C:12]2[CH:17]=[CH:16][C:15]([O:18][CH2:19][C:20]3[C:21]([C:27]4[CH:32]=[CH:31][C:30]([F:33])=[C:29]([F:34])[CH:28]=4)=[N:22][O:23][C:24]=3[CH2:25][OH:26])=[N:14][CH:13]=2)[CH2:7][CH2:6]1, predict the reactants needed to synthesize it. The reactants are: C[Al](C)C.[CH:5]1([NH2:8])[CH2:7][CH2:6]1.C[O:10][C:11](=O)[C:12]1[CH:17]=[CH:16][C:15]([O:18][CH2:19][C:20]2[C:21]([C:27]3[CH:32]=[CH:31][C:30]([F:33])=[C:29]([F:34])[CH:28]=3)=[N:22][O:23][C:24]=2[CH2:25][OH:26])=[N:14][CH:13]=1.